Predict the reactants needed to synthesize the given product. From a dataset of Full USPTO retrosynthesis dataset with 1.9M reactions from patents (1976-2016). (1) Given the product [F:12][C:13]1[CH:20]=[CH:19][CH:18]=[C:17]([N+:21]([O-:23])=[O:22])[C:14]=1[CH2:15][NH:4][CH:1]1[CH2:3][CH2:2]1, predict the reactants needed to synthesize it. The reactants are: [CH:1]1([NH2:4])[CH2:3][CH2:2]1.C(N(CC)CC)C.[F:12][C:13]1[CH:20]=[CH:19][CH:18]=[C:17]([N+:21]([O-:23])=[O:22])[C:14]=1[CH2:15]Br. (2) Given the product [F:19][C:16]([F:17])([F:18])[C:13]1[N:11]2[N:12]=[C:7]([N:1]3[CH2:2][CH2:3][N:4]([CH2:30][C:21]4[CH:22]=[CH:23][C:24]5[C:29](=[CH:28][CH:27]=[CH:26][CH:25]=5)[N:20]=4)[CH2:5][CH2:6]3)[CH:8]=[CH:9][C:10]2=[N:15][N:14]=1, predict the reactants needed to synthesize it. The reactants are: [N:1]1([C:7]2[CH:8]=[CH:9][C:10]3[N:11]([C:13]([C:16]([F:19])([F:18])[F:17])=[N:14][N:15]=3)[N:12]=2)[CH2:6][CH2:5][NH:4][CH2:3][CH2:2]1.[N:20]1[C:29]2[C:24](=[CH:25][CH:26]=[CH:27][CH:28]=2)[CH:23]=[CH:22][C:21]=1[CH:30]=O. (3) Given the product [C:28]1([CH:24]2[CH2:25][CH2:26][CH2:27][N:22]([C:20]([O:19][C:15]([CH3:16])([CH3:17])[CH3:18])=[O:21])[CH:23]2[C:34]([O:36][CH2:2][C:3]([C:5]2[CH:14]=[CH:13][CH:12]=[C:7]([C:8]([O:10][CH3:11])=[O:9])[CH:6]=2)=[O:4])=[O:35])[CH:29]=[CH:30][CH:31]=[CH:32][CH:33]=1, predict the reactants needed to synthesize it. The reactants are: Br[CH2:2][C:3]([C:5]1[CH:6]=[C:7]([CH:12]=[CH:13][CH:14]=1)[C:8]([O:10][CH3:11])=[O:9])=[O:4].[C:15]([O:19][C:20]([N:22]1[CH2:27][CH2:26][CH2:25][CH:24]([C:28]2[CH:33]=[CH:32][CH:31]=[CH:30][CH:29]=2)[CH:23]1[C:34]([OH:36])=[O:35])=[O:21])([CH3:18])([CH3:17])[CH3:16].C(=O)([O-])[O-].[Cs+].[Cs+]. (4) Given the product [Cl:19][C:10]1[C:9](=[O:20])[NH:8][C:7]([CH2:6][C:5]([O-:21])=[O:4])=[N:12][C:11]=1[N:13]1[CH2:14][CH2:15][O:16][CH2:17][CH2:18]1.[Na+:2], predict the reactants needed to synthesize it. The reactants are: [OH-].[Na+:2].C[O:4][C:5](=[O:21])[CH2:6][C:7]1[NH:8][C:9](=[O:20])[C:10]([Cl:19])=[C:11]([N:13]2[CH2:18][CH2:17][O:16][CH2:15][CH2:14]2)[N:12]=1.